This data is from Retrosynthesis with 50K atom-mapped reactions and 10 reaction types from USPTO. The task is: Predict the reactants needed to synthesize the given product. (1) Given the product Cc1nnc(-c2ccc3occ(-c4ccc(OS(C)(=O)=O)cc4)c3c2)o1, predict the reactants needed to synthesize it. The reactants are: CS(=O)(=O)Cl.Cc1nnc(-c2ccc3occ(-c4ccc(O)cc4)c3c2)o1. (2) Given the product O=C(O)C(=O)O, predict the reactants needed to synthesize it. The reactants are: CC(C)n1nc(C(=O)NCCN2CCC(N)CC2)c2ccccc21.O=C(Cl)c1ccccc1. (3) Given the product Oc1cncc(-c2nc(N3CCOCC3)c3ncn(C4CCN(Cc5ccc(Cl)cc5)CC4)c3n2)c1, predict the reactants needed to synthesize it. The reactants are: O=Cc1ccc(Cl)cc1.Oc1cncc(-c2nc(N3CCOCC3)c3ncn(C4CCNCC4)c3n2)c1. (4) Given the product CC[C@@H](C(N)=O)N1CNCC1=O, predict the reactants needed to synthesize it. The reactants are: CC[C@@H](C(N)=O)N1CN(Cc2ccccc2)CC1=O. (5) The reactants are: CCCNc1nc2ccc(O)c(C(=O)NCC(=O)OCC)c2nc1-c1ccccc1. Given the product CCCNc1nc2ccc(O)c(C(=O)NCC(=O)O)c2nc1-c1ccccc1, predict the reactants needed to synthesize it. (6) Given the product O=C1NCCN1Cc1ccc(Cl)c(Cl)c1, predict the reactants needed to synthesize it. The reactants are: ClCc1ccc(Cl)c(Cl)c1.O=C1NCCN1. (7) Given the product Cc1c(CN2CCN(c3nccnc3-c3ccc(Cn4cccn4)cc3)CC2)cnn1C, predict the reactants needed to synthesize it. The reactants are: Cc1c(CN2CCN(c3nccnc3-c3ccc(CCl)cc3)CC2)cnn1C.c1cn[nH]c1. (8) Given the product CC1(C)C(=O)C=CC1O, predict the reactants needed to synthesize it. The reactants are: CC1(C)C(=O)C=CC1=O.